From a dataset of Forward reaction prediction with 1.9M reactions from USPTO patents (1976-2016). Predict the product of the given reaction. (1) Given the reactants CC(C)([O-])C.[K+].[Cl:7][C:8]1[CH:13]=[C:12]([F:14])[CH:11]=[CH:10][C:9]=1[CH2:15][C:16](=O)[CH3:17].[Br:19][C:20]1[CH:25]=[C:24]([CH3:26])[CH:23]=[C:22]([F:27])[C:21]=1[N:28]=[C:29]=S.IC.[CH3:33][NH:34][NH2:35].C(O)(=O)C.[OH-].[Na+], predict the reaction product. The product is: [Br:19][C:20]1[CH:25]=[C:24]([CH3:26])[CH:23]=[C:22]([F:27])[C:21]=1[NH:28][C:29]1[N:34]([CH3:33])[N:35]=[C:16]([CH3:17])[C:15]=1[C:9]1[CH:10]=[CH:11][C:12]([F:14])=[CH:13][C:8]=1[Cl:7]. (2) Given the reactants [I:1][C:2]1[CH:3]=[C:4]2[C:9](=[CH:10][CH:11]=1)[NH:8][CH:7]=[C:6]([C:12]([O:14][CH2:15][CH3:16])=[O:13])[C:5]2=[O:17].C(=O)([O-])[O-].[K+].[K+].[CH:24]1([CH2:27]Br)[CH2:26][CH2:25]1, predict the reaction product. The product is: [CH:24]1([CH2:27][N:8]2[C:9]3[C:4](=[CH:3][C:2]([I:1])=[CH:11][CH:10]=3)[C:5](=[O:17])[C:6]([C:12]([O:14][CH2:15][CH3:16])=[O:13])=[CH:7]2)[CH2:26][CH2:25]1. (3) The product is: [CH2:34]([N:39]([CH2:38][CH3:47])[C:6]1[CH:5]=[C:4]([C:17]2[CH:18]=[CH:19][C:20]3[N:21]([C:23]([C:26]4[CH:27]=[CH:28][C:29]([C:30]#[N:31])=[CH:32][CH:33]=4)=[CH:24][N:25]=3)[CH:22]=2)[CH:3]=[CH:2][C:7]=1[C:8]([N:10]1[CH2:11][CH2:12][N:13]([CH3:16])[CH2:14][CH2:15]1)=[O:9])[CH3:35]. Given the reactants N[C:2]1[CH:3]=[C:4]([C:17]2[CH:18]=[CH:19][C:20]3[N:21]([C:23]([C:26]4[CH:33]=[CH:32][C:29]([C:30]#[N:31])=[CH:28][CH:27]=4)=[CH:24][N:25]=3)[CH:22]=2)[CH:5]=[CH:6][C:7]=1[C:8]([N:10]1[CH2:15][CH2:14][N:13]([CH3:16])[CH2:12][CH2:11]1)=[O:9].[CH:34](=O)[CH3:35].[BH3-][C:38]#[N:39].[Na+].OS([O-])(=O)=O.[Na+].[CH3:47]O, predict the reaction product. (4) Given the reactants [Na+].[Br:2][C:3]1[CH:17]=[CH:16][C:6]([CH:7]=[N:8][CH:9]([CH:13]([CH3:15])[CH3:14])[C:10]([O-:12])=[O:11])=[CH:5][CH:4]=1.[C:18](Cl)(=[O:23])[CH2:19][CH2:20][CH2:21][CH3:22].C(OCC)(=O)C, predict the reaction product. The product is: [Br:2][C:3]1[CH:4]=[CH:5][C:6]([CH:7]2[N:8]([C:18](=[O:23])[CH2:19][CH2:20][CH2:21][CH3:22])[CH:9]([CH:13]([CH3:15])[CH3:14])[C:10](=[O:12])[O:11]2)=[CH:16][CH:17]=1. (5) Given the reactants [F:1][C:2]([F:32])([F:31])[C:3]1[CH:4]=[C:5]([NH:9][C:10]([N:12]2[C:20]3[C:15](=[CH:16][C:17]([O:21][C:22]4[N:27]=[CH:26][N:25]=[C:24]([C:28](O)=[O:29])[CH:23]=4)=[CH:18][CH:19]=3)[CH2:14][CH2:13]2)=[O:11])[CH:6]=[CH:7][CH:8]=1.CCN(CC)CC.C(OC(Cl)=O)C(C)C.[BH4-].[Na+], predict the reaction product. The product is: [F:31][C:2]([F:1])([F:32])[C:3]1[CH:4]=[C:5]([NH:9][C:10]([N:12]2[C:20]3[C:15](=[CH:16][C:17]([O:21][C:22]4[CH:23]=[C:24]([CH2:28][OH:29])[N:25]=[CH:26][N:27]=4)=[CH:18][CH:19]=3)[CH2:14][CH2:13]2)=[O:11])[CH:6]=[CH:7][CH:8]=1. (6) The product is: [F:25][C:24]([F:27])([F:26])[C:21]1[N:22]=[CH:23][C:18]([NH:1][CH2:2][C@@H:3]2[CH2:9][C@H:8]3[C@H:6]([CH2:7]3)[CH2:5][N:4]2[C:10]([O:12][C:13]([CH3:16])([CH3:15])[CH3:14])=[O:11])=[N:19][CH:20]=1. Given the reactants [NH2:1][CH2:2][C@@H:3]1[CH2:9][C@H:8]2[C@H:6]([CH2:7]2)[CH2:5][N:4]1[C:10]([O:12][C:13]([CH3:16])([CH3:15])[CH3:14])=[O:11].Br[C:18]1[CH:23]=[N:22][C:21]([C:24]([F:27])([F:26])[F:25])=[CH:20][N:19]=1.C(=O)([O-])[O-].[Na+].[Na+], predict the reaction product. (7) Given the reactants C([O:3][C:4](=[O:27])[C@@H:5]([N:10]1[CH2:14][C:13]([O:15][C:16]2[CH:21]=[CH:20][CH:19]=[C:18]([CH:22]3[CH2:24][CH2:23]3)[C:17]=2[F:25])=[CH:12][C:11]1=[O:26])[CH2:6][CH:7]([CH3:9])[CH3:8])C.O.[OH-].[Li+], predict the reaction product. The product is: [CH:22]1([C:18]2[C:17]([F:25])=[C:16]([CH:21]=[CH:20][CH:19]=2)[O:15][C:13]2[CH2:14][N:10]([C@@H:5]([CH2:6][CH:7]([CH3:9])[CH3:8])[C:4]([OH:27])=[O:3])[C:11](=[O:26])[CH:12]=2)[CH2:23][CH2:24]1.